This data is from Full USPTO retrosynthesis dataset with 1.9M reactions from patents (1976-2016). The task is: Predict the reactants needed to synthesize the given product. (1) Given the product [CH2:1]([C:5]1[CH:13]=[CH:12][C:8]([C:9]([NH2:14])=[O:10])=[CH:7][CH:6]=1)[CH:2]([CH3:4])[CH3:3], predict the reactants needed to synthesize it. The reactants are: [CH2:1]([C:5]1[CH:13]=[CH:12][C:8]([C:9](O)=[O:10])=[CH:7][CH:6]=1)[CH:2]([CH3:4])[CH3:3].[NH:14](C1C=C(C=CC=1OC(F)(F)F)C(N)=O)C(N)=S. (2) Given the product [O:1]=[CH:2][C:3]1[CH:11]=[CH:10][CH:9]=[C:6]([O:7][CH3:8])[C:4]=1[OH:5].[O:1]=[CH:2][C:3]1[CH:11]=[CH:10][C:9]([OH:12])=[C:6]([O:7][CH3:8])[CH:4]=1.[CH:2](=[O:1])[C:3]1[C:4](=[CH:6][CH:9]=[CH:10][CH:11]=1)[OH:5].[CH:2](=[O:1])[C:3]1[CH:11]=[CH:10][CH:9]=[CH:6][CH:4]=1, predict the reactants needed to synthesize it. The reactants are: [O:1]=[CH:2][C:3]1[CH:11]=[CH:10][CH:9]=[C:6]([O:7][CH3:8])[C:4]=1[OH:5].[OH2:12]. (3) Given the product [CH3:1][S:2][CH2:3][CH2:4][N:5]([C:16](=[O:24])[C:17]1[CH:18]=[CH:19][C:20]([F:23])=[CH:21][CH:22]=1)[C:6]1[CH:11]=[CH:10][C:9]([S:12]([NH:15][C:25](=[O:27])[CH3:26])(=[O:13])=[O:14])=[CH:8][CH:7]=1, predict the reactants needed to synthesize it. The reactants are: [CH3:1][S:2][CH2:3][CH2:4][N:5]([C:16](=[O:24])[C:17]1[CH:22]=[CH:21][C:20]([F:23])=[CH:19][CH:18]=1)[C:6]1[CH:11]=[CH:10][C:9]([S:12]([NH2:15])(=[O:14])=[O:13])=[CH:8][CH:7]=1.[C:25](Cl)(=[O:27])[CH3:26].CCN(CC)CC.